From a dataset of Catalyst prediction with 721,799 reactions and 888 catalyst types from USPTO. Predict which catalyst facilitates the given reaction. Reactant: O[C:2]([CH2:4][CH2:5][CH2:6][CH2:7][C@H:8]1[C@@H:16]2[C@@H:11]([NH:12][C:13]([NH:15]2)=[O:14])[CH2:10][S:9]1)=[O:3].[C:17]([O:20][C@H:21]([CH3:45])[CH2:22][CH2:23][CH2:24][CH2:25][N:26]1[C:35](=[O:36])[C:34]2[N:33]([CH3:37])[CH:32]=[N:31][C:30]=2[N:29]([CH2:38][CH2:39][CH2:40][CH2:41][CH2:42][CH2:43][NH2:44])[C:27]1=[O:28])(=[O:19])[CH3:18]. Product: [C:17]([O:20][CH:21]([CH3:45])[CH2:22][CH2:23][CH2:24][CH2:25][N:26]1[C:35](=[O:36])[C:34]2[N:33]([CH3:37])[CH:32]=[N:31][C:30]=2[N:29]([CH2:38][CH2:39][CH2:40][CH2:41][CH2:42][CH2:43][NH:44][C:2](=[O:3])[CH2:4][CH2:5][CH2:6][CH2:7][C@@H:8]2[C@@H:16]3[C@@H:11]([NH:12][C:13]([NH:15]3)=[O:14])[CH2:10][S:9]2)[C:27]1=[O:28])(=[O:19])[CH3:18]. The catalyst class is: 9.